Dataset: Experimentally validated miRNA-target interactions with 360,000+ pairs, plus equal number of negative samples. Task: Binary Classification. Given a miRNA mature sequence and a target amino acid sequence, predict their likelihood of interaction. (1) The miRNA is hsa-miR-548g-5p with sequence UGCAAAAGUAAUUGCAGUUUUUG. The protein sequence of the target gene is MGPLQFRDVAIEFSLEEWHCLDTAQRNLYRNVMLENYSNLVFLGIVVSKPDLIAHLEQGKKPLTMKRHEMVANPSVICSHFAQDLWPEQNIKDSFQKVILRRYEKRGHGNLQLIKRCESVDECKVHTGGYNGLNQCSTTTQSKVFQCDKYGKVFHKFSNSNRHNIRHTEKKPFKCIECGKAFNQFSTLITHKKIHTGEKPYICEECGKAFKYSSALNTHKRIHTGEKPYKCDKCDKAFIASSTLSKHEIIHTGKKPYKCEECGKAFNQSSTLTKHKKIHTGEKPYKCEECGKAFNQSSTL.... Result: 1 (interaction). (2) The miRNA is hsa-miR-3605-3p with sequence CCUCCGUGUUACCUGUCCUCUAG. The protein sequence of the target gene is MSNDGRSRNRDRRYDEVPSDLPYQDTTIRTHPTLHDSERAVSADPLPPPPLPLQPPFGPDFYSSDTEEPAIAPDLKPVRRFVPDSWKNFFRGKKKDPEWDKPVSDIRYISDGVECSPPASPARPNHRSPLNSCKDPYGGSEGTFSSRKEADAVFPRDPYGSLDRHTQTVRTYSEKVEEYNLRYSYMKSWAGLLRILGVVELLLGAGVFACVTAYIHKDSEWYNLFGYSQPYGMGGVGGLGSMYGGYYYTGPKTPFVLVVAGLAWITTIIILVLGMSMYYRTILLDSNWWPLTEFGINVAL.... Result: 0 (no interaction). (3) The miRNA is hsa-miR-6504-5p with sequence UCUGGCUGUGCUGUAAUGCAG. The protein sequence of the target gene is MSDLQAAEGPGSWSPTARPGSAGGVGDCQGVEGSQAAASENEDLENKDTSLLASATDPEPCSSPHRPQMVSPVSKDATEDLRKATGPLEAQALVKQDLLPADQAQVLNEMAKYQVPQRSGDIVMIQSEHTGAIDVLSADLESADLLGDHRKVSPPLMAPPCIWTFAKVKEFKSKLGKEKNSRLVVKRGEVVTIRVPTHPEGKRVCWEFATDDYDIGFGVYFDWTPVTSTDITVQVSDSSDDEDEEEEEEEEIEEPVPAGDVERGSRSSLRGRYGEVMPVYRRDSHRDVQAGSHDYPGEGI.... Result: 0 (no interaction). (4) The miRNA is hsa-miR-5684 with sequence AACUCUAGCCUGAGCAACAG. The protein sequence of the target gene is MKMSIWTPPRLLELAGRSLLRDQALAMSTLEELPTELFPPLFMEAFSRRRCEALKLMVQSWPFRRLPLRPLIKMPCLEAFQAVLDGLDALLNLGVRPRRWKLQVLDLQDVCENFWMVWSEAMAHGCFLNAKRNKKPVEDCPRMKGRQPLTVFVELWLKNRTLDEYLTCLLLWVKQRKDLLHLCCKKLKILGMPFRNIRSILKMVNLDCIQEVEVNCKWVLPILTQFTPYLGHMRNLQKLILSHMDVSRYVSPEQKKEIVTQFTTQFLKLRCLQKLYMNSVSFLEGHLDQLLSCLKTSLKF.... Result: 1 (interaction). (5) The miRNA is hsa-miR-4735-5p with sequence CCUAAUUUGAACACCUUCGGUA. The protein sequence of the target gene is MAAVRMLRTWSRNAGKLICVRYFQTCGNVHVLKPNYVCFFGYPSFKYSHPHHFLKTTAALRGQVVQFKLSDIGEGIREVTVKEWYVKEGDTVSQFDSICEVQSDKASVTITSRYDGVIKKLYYNLDDIAYVGKPLVDIETEALKDSEEDVVETPAVSHDEHTHQEIKGRKTLATPAVRRLAMENNIKLSEVVGSGKDGRILKEDILNYLEKQTGAILPPSPKVEIMPPPPKPKDMTVPILVSKPPVFTGKDKTEPIKGFQKAMVKTMSAALKIPHFGYCDEIDLTELVKLREELKPIAFA.... Result: 1 (interaction). (6) The miRNA is mmu-miR-379-5p with sequence UGGUAGACUAUGGAACGUAGG. The protein sequence of the target gene is MAAVDDLQFEEFGNAATSLTANPDATTVNIEDPGETPKHQPGSPRGSGREEDDELLGNDDSDKTELLAGQKKSSPFWTFEYYQTFFDVDTYQVFDRIKGSLLPIPGKNFVRLYIRSNPDLYGPFWICATLVFAIAISGNLSNFLIHLGEKTYHYVPEFRKVSIAATIIYAYAWLVPLALWGFLMWRNSKVMNIVSYSFLEIVCVYGYSLFIYIPTAILWIIPQKAVRWILVMIALGISGSLLAMTFWPAVREDNRRVALATIVTIVLLHMLLSVGCLAYFFDAPEMDHLPTTTATPNQTV.... Result: 0 (no interaction). (7) The miRNA is ath-miR472-3p with sequence UUUUUCCUACUCCGCCCAUACC. The protein sequence of the target gene is MKYTKCNFMMSVLGIIIYVTDLVADIVLSVRYFHDGQYVLGVLTLSFVLCGTLIVHCFSYSWLKADLEKAGQENERYFLLLHCLQGGVFTRYWFALRTGYHVVFKHSDRKSNFMEEQTDPHKEAIDMATDLSMLRLFETYLEGCPQLILQLYAFLECGQANLSQCMVIMVSCCAISWSTVDYQIALRKSLPDKNLLRGLWPKLMYLFYKLLTLLSWMLSVVLLLFVDVRVALLLLLFLWITGFIWAFINHTQFCNSVSMEFLYRIVVGFILVFTFFNIKGQNTKCPMSCYYTVRVLGTLG.... Result: 0 (no interaction). (8) The miRNA is hsa-miR-216b-3p with sequence ACACACUUACCCGUAGAGAUUCUA. The protein sequence of the target gene is MGSGPRGALSLLLLLLAPPSRPAAGCPAPCSCAGTLVDCGRRGLTWASLPTAFPVDTTELVLTGNNLTALPPGLLDALPALRTAHLGANPWRCDCRLVPLRAWLAGRPERAPYRDLRCVAPPALRGRLLPYLAEDELRAACAPGPLCWGALAAQLALLGLGLLHALLLVLLLCRLRRLRARARARAAARLSLTDPLVAERAGTDES. Result: 0 (no interaction). (9) The miRNA is mmu-miR-291a-3p with sequence AAAGUGCUUCCACUUUGUGUGC. The protein sequence of the target gene is MSSPQRRKAMPWALSLLLMGFQLLVTYAWCSEEEMGGNNKIVQDPMFLATVEFALNTFNVQSKEEHAYRLLRVLSSWREDSMDRKWRGKMVFSMNLQLRQTVCRKFEDDIDNCPFQESLELNNVRQGISFPQVHSCGCCMGCGVGTGAADKAIPRDKGK. Result: 0 (no interaction). (10) The miRNA is hsa-miR-296-5p with sequence AGGGCCCCCCCUCAAUCCUGU. The protein sequence of the target gene is MPGTALSPLLLLLLLSWASRNEAAPDQDEIDCLPGLAKQPSFRQYSGYLRASDSKHFHYWFVESQNDPKNSPVVLWLNGGPGCSSLDGLLTEHGPFLIQPDGVTLEYNPYAWNLIANVLYIESPAGVGFSYSDDKMYVTNDTEVAENNYEALKDFFRLFPEYKDNKLFLTGESYAGIYIPTLAVLVMQDPSMNLQGLAVGNGLASYEQNDNSLVYFAYYHGLLGNRLWTSLQTHCCAQNKCNFYDNKDPECVNNLLEVSRIVGKSGLNIYNLYAPCAGGVPGRHRYEDTLVVQDFGNIFT.... Result: 0 (no interaction).